This data is from hERG potassium channel inhibition data for cardiac toxicity prediction from Karim et al.. The task is: Regression/Classification. Given a drug SMILES string, predict its toxicity properties. Task type varies by dataset: regression for continuous values (e.g., LD50, hERG inhibition percentage) or binary classification for toxic/non-toxic outcomes (e.g., AMES mutagenicity, cardiotoxicity, hepatotoxicity). Dataset: herg_karim. (1) The molecule is CCN1CCC(C(=O)NC2(C(=O)O)CCN(Cc3cccc(Oc4ccccc4Cl)c3)CC2)(c2ccccc2)CC1. The result is 0 (non-blocker). (2) The drug is CC(C)C(=O)NC1CCc2cc(CCN3CCN(c4nsc5ccccc45)CC3)ccc21. The result is 1 (blocker). (3) The molecule is CN(CCN1CC2CN(CCc3ccccc3F)CC(C1)O2)S(=O)(=O)c1ccc(C#N)cc1. The result is 0 (non-blocker). (4) The compound is COC(=O)Cc1ccc(CNC(=O)[C@@H]2CSCN2C(=O)CC(N)Cc2ccccc2F)cc1.O=C(O)C(F)(F)F. The result is 1 (blocker). (5) The compound is O=C(N[C@H]1CN2CCC1CC2)c1cc2ccoc2cn1. The result is 1 (blocker). (6) The molecule is CCN(CC)CCNC(=O)c1ccc(N)cc1. The result is 0 (non-blocker). (7) The drug is CCc1nc2cc3c(c(Br)c2o1)CCN(CCSc1nnc(-c2cccc4nc(C)ccc24)n1C)CC3. The result is 1 (blocker). (8) The drug is Cc1ccc2c(-c3nnc(SCCCN4CCc5cc6c(cc5CC4)OCCN6)n3C)cccc2n1. The result is 1 (blocker). (9) The compound is CC1(C)c2cc(C3CCN(CC4CCOCC4)CC3)ccc2C(=O)c2c1[nH]c1cc(C#N)ccc21. The result is 1 (blocker).